Dataset: Forward reaction prediction with 1.9M reactions from USPTO patents (1976-2016). Task: Predict the product of the given reaction. (1) Given the reactants [C:1]1([C:11]([N:13]2[C:17](=[O:18])[C:16]([C:25]3[CH:30]=[CH:29][CH:28]=[CH:27][CH:26]=3)([C:19]3[CH:24]=[CH:23][CH:22]=[CH:21][CH:20]=3)[NH:15][C:14]2=[O:31])=[O:12])[C:10]2[C:5](=[CH:6][CH:7]=[CH:8][CH:9]=2)[CH:4]=[CH:3][CH:2]=1.Br[CH2:33][C:34]([C:36]1[CH:41]=[CH:40][CH:39]=[CH:38][CH:37]=1)=[O:35].C(=O)([O-])[O-].[K+].[K+].C(OCC)(=O)C, predict the reaction product. The product is: [C:1]1([C:11]([N:13]2[C:17](=[O:18])[C:16]([C:19]3[CH:24]=[CH:23][CH:22]=[CH:21][CH:20]=3)([C:25]3[CH:30]=[CH:29][CH:28]=[CH:27][CH:26]=3)[N:15]([CH2:33][C:34](=[O:35])[C:36]3[CH:41]=[CH:40][CH:39]=[CH:38][CH:37]=3)[C:14]2=[O:31])=[O:12])[C:10]2[C:5](=[CH:6][CH:7]=[CH:8][CH:9]=2)[CH:4]=[CH:3][CH:2]=1. (2) Given the reactants [Cl:1][C:2]1[CH:3]=[C:4]([C:12]2[O:16][N:15]=[C:14]([C:17]3[C:18]([CH3:35])=[C:19]4[C:24](=[CH:25][CH:26]=3)[CH2:23][N:22]([CH:27]3[CH2:32][O:31]C(C)(C)[O:29][CH2:28]3)[CH2:21][CH2:20]4)[N:13]=2)[CH:5]=[N:6][C:7]=1[O:8][CH:9]([CH3:11])[CH3:10].Cl, predict the reaction product. The product is: [Cl:1][C:2]1[CH:3]=[C:4]([C:12]2[O:16][N:15]=[C:14]([C:17]3[C:18]([CH3:35])=[C:19]4[C:24](=[CH:25][CH:26]=3)[CH2:23][N:22]([CH:27]([CH2:32][OH:31])[CH2:28][OH:29])[CH2:21][CH2:20]4)[N:13]=2)[CH:5]=[N:6][C:7]=1[O:8][CH:9]([CH3:11])[CH3:10]. (3) Given the reactants [Br:1][C:2]1[S:3][C:4]([C:8]([OH:10])=O)=[C:5]([CH3:7])[N:6]=1.CN1CCOCC1.ClC(OCC(C)C)=O.[NH2:26][CH2:27][C:28]1[CH:29]=[N:30][CH:31]=[CH:32][CH:33]=1, predict the reaction product. The product is: [Br:1][C:2]1[S:3][C:4]([C:8]([NH:26][CH2:27][C:28]2[CH:29]=[N:30][CH:31]=[CH:32][CH:33]=2)=[O:10])=[C:5]([CH3:7])[N:6]=1. (4) Given the reactants Cl[C:2]1[CH:7]=[C:6]([Cl:8])[N:5]=[CH:4][N:3]=1.C([Sn](CCCC)(CCCC)[C:14]1[O:15][CH:16]=[CH:17][N:18]=1)CCC.CN(C=O)C.[F-].[K+], predict the reaction product. The product is: [Cl:8][C:6]1[N:5]=[CH:4][N:3]=[C:2]([C:14]2[O:15][CH:16]=[CH:17][N:18]=2)[CH:7]=1. (5) Given the reactants [NH2:1][C:2]1[CH:3]=[C:4]([CH:21]=[CH:22][C:23]=1[F:24])[O:5][C:6]1[N:11]=[C:10]2[S:12][C:13]([NH:15][C:16]([CH:18]3[CH2:20][CH2:19]3)=[O:17])=[N:14][C:9]2=[CH:8][CH:7]=1.[N:25]([C:28]1[CH:33]=[CH:32][C:31]([C:34]([F:37])([F:36])[F:35])=[CH:30][CH:29]=1)=[C:26]=[O:27], predict the reaction product. The product is: [F:24][C:23]1[CH:22]=[CH:21][C:4]([O:5][C:6]2[N:11]=[C:10]3[S:12][C:13]([NH:15][C:16]([CH:18]4[CH2:20][CH2:19]4)=[O:17])=[N:14][C:9]3=[CH:8][CH:7]=2)=[CH:3][C:2]=1[NH:1][C:26](=[O:27])[NH:25][C:28]1[CH:33]=[CH:32][C:31]([C:34]([F:35])([F:37])[F:36])=[CH:30][CH:29]=1. (6) Given the reactants Br[C:2]1[CH:3]=[C:4]([C:8]2[N:13]([CH2:14][C:15]3[CH:20]=[CH:19][C:18]([CH3:21])=[CH:17][C:16]=3[CH3:22])[C:12](=[O:23])[C:11]([C:24]#[N:25])=[C:10]([C:26]([F:29])([F:28])[F:27])[CH:9]=2)[CH:5]=[CH:6][CH:7]=1.C([O-])([O-])=O.[K+].[K+].[C:36]([O:40][C:41]([N:43]1[CH:47]=[C:46](B2OC(C)(C)C(C)(C)O2)[CH:45]=[N:44]1)=[O:42])([CH3:39])([CH3:38])[CH3:37].COCCOC, predict the reaction product. The product is: [C:36]([O:40][C:41]([N:43]1[CH:47]=[C:46]([C:2]2[CH:7]=[CH:6][CH:5]=[C:4]([C:8]3[N:13]([CH2:14][C:15]4[CH:20]=[CH:19][C:18]([CH3:21])=[CH:17][C:16]=4[CH3:22])[C:12](=[O:23])[C:11]([C:24]#[N:25])=[C:10]([C:26]([F:28])([F:27])[F:29])[CH:9]=3)[CH:3]=2)[CH:45]=[N:44]1)=[O:42])([CH3:39])([CH3:37])[CH3:38].[CH3:22][C:16]1[CH:17]=[C:18]([CH3:21])[CH:19]=[CH:20][C:15]=1[CH2:14][N:13]1[C:8]([C:4]2[CH:5]=[CH:6][CH:7]=[C:2]([C:46]3[CH:47]=[N:43][NH:44][CH:45]=3)[CH:3]=2)=[CH:9][C:10]([C:26]([F:27])([F:28])[F:29])=[C:11]([C:24]#[N:25])[C:12]1=[O:23]. (7) The product is: [CH3:33][C:32]1[N:34]=[C:27]([CH2:26][CH:23]2[CH2:22][CH2:21][NH:20][CH2:25][CH2:24]2)[O:29][N:31]=1. Given the reactants CC1OC([C@@H]2CCCCN2)=NN=1.C(OC([N:20]1[CH2:25][CH2:24][CH:23]([CH2:26][C:27]([OH:29])=O)[CH2:22][CH2:21]1)=O)(C)(C)C.O/[N:31]=[C:32](\[NH2:34])/[CH3:33], predict the reaction product.